Dataset: Full USPTO retrosynthesis dataset with 1.9M reactions from patents (1976-2016). Task: Predict the reactants needed to synthesize the given product. (1) Given the product [C:25]([C:2]1[N:6]2[CH:7]=[C:8]([C:11]3[CH:16]=[CH:15][C:14]([C:17]([F:20])([F:19])[F:18])=[CH:13][CH:12]=3)[CH:9]=[CH:10][C:5]2=[N:4][CH:3]=1)#[CH:26], predict the reactants needed to synthesize it. The reactants are: I[C:2]1[N:6]2[CH:7]=[C:8]([C:11]3[CH:16]=[CH:15][C:14]([C:17]([F:20])([F:19])[F:18])=[CH:13][CH:12]=3)[CH:9]=[CH:10][C:5]2=[N:4][CH:3]=1.C[Si]([C:25]#[CH:26])(C)C. (2) The reactants are: [Cl:1][C:2]1[C:46]([F:47])=[CH:45][CH:44]=[CH:43][C:3]=1[CH2:4][NH:5][C:6](=[O:42])[N:7]([C@H:9]([CH2:27][O:28][C:29](=[O:41])[NH:30][C:31]1[N:32]=[CH:33][C:34]2[C:39]([CH:40]=1)=[CH:38][CH:37]=[CH:36][CH:35]=2)[CH2:10][CH2:11][C:12]([N:14]1[CH2:19][CH2:18][N:17](C(OC(C)(C)C)=O)[CH2:16][CH2:15]1)=[O:13])[CH3:8].C(O)(C(F)(F)F)=O. Given the product [CH:33]1[C:34]2[C:39](=[CH:38][CH:37]=[CH:36][CH:35]=2)[CH:40]=[C:31]([NH:30][C:29](=[O:41])[O:28][CH2:27][C@@H:9]([N:7]([CH3:8])[C:6]([NH:5][CH2:4][C:3]2[CH:43]=[CH:44][CH:45]=[C:46]([F:47])[C:2]=2[Cl:1])=[O:42])[CH2:10][CH2:11][C:12](=[O:13])[N:14]2[CH2:15][CH2:16][NH:17][CH2:18][CH2:19]2)[N:32]=1, predict the reactants needed to synthesize it. (3) Given the product [C:1]([O:5][C:6]([N:8]1[CH2:14][CH2:13][CH2:12][N:11]([C:15]([C:17]2[CH:18]=[C:19]3[C:23](=[CH:24][CH:25]=2)[N:22]([CH:26]([CH3:28])[CH3:27])[C:21]([C:29]([N:37]2[CH2:38][CH2:39][C:34]([F:40])([F:33])[CH2:35][CH2:36]2)=[O:30])=[CH:20]3)=[O:16])[CH2:10][CH2:9]1)=[O:7])([CH3:3])([CH3:4])[CH3:2], predict the reactants needed to synthesize it. The reactants are: [C:1]([O:5][C:6]([N:8]1[CH2:14][CH2:13][CH2:12][N:11]([C:15]([C:17]2[CH:18]=[C:19]3[C:23](=[CH:24][CH:25]=2)[N:22]([CH:26]([CH3:28])[CH3:27])[C:21]([C:29](O)=[O:30])=[CH:20]3)=[O:16])[CH2:10][CH2:9]1)=[O:7])([CH3:4])([CH3:3])[CH3:2].Cl.[F:33][C:34]1([F:40])[CH2:39][CH2:38][NH:37][CH2:36][CH2:35]1.Cl.C(N=C=NCCCN(C)C)C.